From a dataset of Forward reaction prediction with 1.9M reactions from USPTO patents (1976-2016). Predict the product of the given reaction. (1) Given the reactants [O:1]1[CH:5]=[CH:4][CH:3]=[C:2]1[C:6]1[N:14]=[C:13]([N+]([O-])=O)[N:12]=[C:11]2[C:7]=1[N:8]=[CH:9][N:10]2[CH2:18][C:19]1[CH:24]=[CH:23][C:22]([O:25][CH3:26])=[CH:21][CH:20]=1.[F-].[K+].[CH2:29]([OH:31])[CH3:30], predict the reaction product. The product is: [CH2:29]([O:31][C:13]1[N:12]=[C:11]2[C:7]([N:8]=[CH:9][N:10]2[CH2:18][C:19]2[CH:20]=[CH:21][C:22]([O:25][CH3:26])=[CH:23][CH:24]=2)=[C:6]([C:2]2[O:1][CH:5]=[CH:4][CH:3]=2)[N:14]=1)[CH3:30]. (2) The product is: [NH2:8][C:4]1[N:5]=[CH:6][N:7]=[C:2]([NH:15][C@H:16]([C:19]2[N:28]([CH:29]3[CH2:30][CH2:31]3)[C:27](=[O:32])[C:26]3[C:21](=[CH:22][CH:23]=[CH:24][C:25]=3[Cl:33])[N:20]=2)[CH2:17][CH3:18])[C:3]=1[C:9]1[O:10][CH:11]=[C:12]([CH3:14])[N:13]=1. Given the reactants Cl[C:2]1[N:7]=[CH:6][N:5]=[C:4]([NH2:8])[C:3]=1[C:9]1[O:10][CH:11]=[C:12]([CH3:14])[N:13]=1.[NH2:15][C@H:16]([C:19]1[N:28]([CH:29]2[CH2:31][CH2:30]2)[C:27](=[O:32])[C:26]2[C:21](=[CH:22][CH:23]=[CH:24][C:25]=2[Cl:33])[N:20]=1)[CH2:17][CH3:18].CCN(C(C)C)C(C)C.CCOC(C)=O, predict the reaction product. (3) Given the reactants [C:1]1([N:7]2[C:11]([C:12]3[CH:17]=[CH:16][CH:15]=[CH:14][CH:13]=3)=[CH:10][C:9]([CH2:18][CH2:19][CH:20]=O)=[N:8]2)[CH:6]=[CH:5][CH:4]=[CH:3][CH:2]=1.[Cl:22][C:23]1[CH:24]=[C:25]([N:30]2[CH2:35][CH2:34][NH:33][CH2:32][CH2:31]2)[CH:26]=[CH:27][C:28]=1[Cl:29].CCN(C(C)C)C(C)C.[BH-](OC(C)=O)(OC(C)=O)OC(C)=O.[Na+], predict the reaction product. The product is: [Cl:22][C:23]1[CH:24]=[C:25]([N:30]2[CH2:35][CH2:34][N:33]([CH2:20][CH2:19][CH2:18][C:9]3[CH:10]=[C:11]([C:12]4[CH:17]=[CH:16][CH:15]=[CH:14][CH:13]=4)[N:7]([C:1]4[CH:6]=[CH:5][CH:4]=[CH:3][CH:2]=4)[N:8]=3)[CH2:32][CH2:31]2)[CH:26]=[CH:27][C:28]=1[Cl:29].